Dataset: Full USPTO retrosynthesis dataset with 1.9M reactions from patents (1976-2016). Task: Predict the reactants needed to synthesize the given product. Given the product [ClH:1].[F:24][CH:3]([F:2])[C:4]1[CH:17]=[CH:16][C:7]([CH2:8][NH:9][C:10](=[O:15])[C:11]([F:12])([F:13])[F:14])=[CH:6][C:5]=1[CH:18]1[CH2:19][CH2:20][NH:21][CH2:22][CH2:23]1, predict the reactants needed to synthesize it. The reactants are: [ClH:1].[F:2][CH:3]([F:24])[C:4]1[CH:17]=[CH:16][C:7]([CH2:8][NH:9][C:10](=[O:15])[C:11]([F:14])([F:13])[F:12])=[CH:6][C:5]=1[C:18]1[CH:23]=[CH:22][N:21]=[CH:20][CH:19]=1.